Task: Predict the reactants needed to synthesize the given product.. Dataset: Full USPTO retrosynthesis dataset with 1.9M reactions from patents (1976-2016) (1) Given the product [F:1][C:2]1[CH:6]=[C:5]([C:7]([F:9])([F:10])[F:8])[S:4][C:3]=1[C:11]([CH3:12])([CH3:16])[C:18]([O:19][CH3:24])=[O:21], predict the reactants needed to synthesize it. The reactants are: [F:1][C:2]1[CH:6]=[C:5]([C:7]([F:10])([F:9])[F:8])[S:4][C:3]=1[C:11](C)([CH3:16])[CH2:12]C(O)=O.[C:18](=[O:21])([O-])[O-:19].[K+].[K+].[CH3:24]I. (2) Given the product [CH:1]1([N:5]([CH3:28])[C:6](=[O:27])[C:7]2[CH:12]=[C:11]([O:13][C:14]3[C:19]([CH3:20])=[CH:18][C:17]([N+:21]([O-:23])=[O:22])=[CH:16][C:15]=3[CH3:24])[CH:10]=[CH:9][C:8]=2[OH:25])[CH2:4][CH2:3][CH2:2]1, predict the reactants needed to synthesize it. The reactants are: [CH:1]1([N:5]([CH3:28])[C:6](=[O:27])[C:7]2[CH:12]=[C:11]([O:13][C:14]3[C:19]([CH3:20])=[CH:18][C:17]([N+:21]([O-:23])=[O:22])=[CH:16][C:15]=3[CH3:24])[CH:10]=[CH:9][C:8]=2[O:25]C)[CH2:4][CH2:3][CH2:2]1.B(Br)(Br)Br. (3) Given the product [C:20]([O:39][CH3:40])(=[O:38])[C:21]1[C:22](=[CH:23][CH:24]=[CH:25][CH:26]=1)[OH:19], predict the reactants needed to synthesize it. The reactants are: C([OH:19])CCCCCCCCCCCCCCCCC.[C:20]([O:39][CH2:40]C(CO)O)(=[O:38])[CH2:21][CH2:22][CH2:23][CH2:24][CH2:25][CH2:26]CCCCCCCCCCC.C(O)C(O)C.C(O)C.